Regression/Classification. Given a drug SMILES string, predict its toxicity properties. Task type varies by dataset: regression for continuous values (e.g., LD50, hERG inhibition percentage) or binary classification for toxic/non-toxic outcomes (e.g., AMES mutagenicity, cardiotoxicity, hepatotoxicity). Dataset: herg_karim. From a dataset of hERG potassium channel inhibition data for cardiac toxicity prediction from Karim et al.. (1) The molecule is OC[C@H]1CC[C@H](Nc2ccn3ncc(-c4cccc(Cl)c4)c3n2)CC1. The result is 0 (non-blocker). (2) The drug is Cc1nnc(C(C)C)n1C1CC2CCC(C1)N2CCC(CNS(=O)(=O)c1ccccc1)c1ccccc1. The result is 0 (non-blocker). (3) The compound is c1cncc(C(Cc2ccccc2-c2ccncc2)c2cccnc2)c1. The result is 0 (non-blocker). (4) The compound is C[C@]12CCC3C(CC=C4C[C@@H](O)CC[C@@]43C)C1CC=C2n1cnc2ccccc21. The result is 0 (non-blocker). (5) The molecule is O=C(CCc1cccnc1)N[C@H]1CC[C@H](c2ccc(O)cc2)CC1. The result is 0 (non-blocker). (6) The compound is CN1CCN(CCCN(C(=O)Nc2ccc(F)c(C(F)(F)F)c2)[C@@H]2C[C@@H](c3ccc(C#N)cc3)[C@@H]3C[C@H]32)CC1. The result is 1 (blocker). (7) The drug is Cn1c(C#N)ccc1-c1ccc(O)cc1F. The result is 0 (non-blocker). (8) The result is 0 (non-blocker). The compound is CCOC(=O)C1CCN(CCCOc2ccc(S(=O)(=O)NC(=O)Nc3ccccc3)cc2)CC1. (9) The molecule is Cc1cc(-c2ccc3cc(CCN4CCC[C@H]4C)ccc3n2)nc(-c2ccccc2)n1. The result is 1 (blocker).